Dataset: Forward reaction prediction with 1.9M reactions from USPTO patents (1976-2016). Task: Predict the product of the given reaction. (1) Given the reactants [CH:1]([C:3]1[CH:11]=[CH:10][C:6]([C:7]([OH:9])=O)=[CH:5][CH:4]=1)=[O:2].[CH3:12][N:13]([CH3:17])[CH2:14][CH2:15][NH2:16].CN(C(ON1N=NC2C=CC=NC1=2)=[N+](C)C)C.F[P-](F)(F)(F)(F)F.CN1CCOCC1, predict the reaction product. The product is: [CH3:12][N:13]([CH3:17])[CH2:14][CH2:15][NH:16][C:7](=[O:9])[C:6]1[CH:5]=[CH:4][C:3]([CH:1]=[O:2])=[CH:11][CH:10]=1. (2) Given the reactants [Cl:1][C:2]1[N:11]=[CH:10][C:9]([C:12]([CH3:14])=[CH2:13])=[CH:8][C:3]=1[C:4]([O:6][CH3:7])=[O:5], predict the reaction product. The product is: [Cl:1][C:2]1[N:11]=[CH:10][C:9]([CH:12]([CH3:14])[CH3:13])=[CH:8][C:3]=1[C:4]([O:6][CH3:7])=[O:5].